Dataset: Forward reaction prediction with 1.9M reactions from USPTO patents (1976-2016). Task: Predict the product of the given reaction. (1) Given the reactants C(N(CC)CC)C.C(O[C:12](=[O:14])[CH3:13])(=O)C.[NH:15]1[CH2:20][CH2:19][CH2:18][C@@H:17]([NH:21][C:22]2[CH:27]=[CH:26][N:25]=[C:24]([C:28]3[CH:29]=[N:30][N:31]4[CH:36]=[CH:35][C:34]([C:37]#[N:38])=[CH:33][C:32]=34)[N:23]=2)[CH2:16]1, predict the reaction product. The product is: [C:12]([N:15]1[CH2:20][CH2:19][CH2:18][C@@H:17]([NH:21][C:22]2[CH:27]=[CH:26][N:25]=[C:24]([C:28]3[CH:29]=[N:30][N:31]4[CH:36]=[CH:35][C:34]([C:37]#[N:38])=[CH:33][C:32]=34)[N:23]=2)[CH2:16]1)(=[O:14])[CH3:13]. (2) Given the reactants [Cl:1][C:2]1[CH:3]=[C:4]([CH:35]=[CH:36][CH:37]=1)[C:5]([C:7]1[CH:34]=[CH:33][C:10]2[N:11]([CH2:15][CH2:16][O:17][C:18]3[CH:32]=[CH:31][C:21]([O:22][C:23]([CH3:30])([CH3:29])[C:24]([O:26][CH2:27][CH3:28])=[O:25])=[CH:20][CH:19]=3)[C:12](=[O:14])[S:13][C:9]=2[CH:8]=1)=O.Cl.[CH3:39][O:40][NH2:41].Cl, predict the reaction product. The product is: [Cl:1][C:2]1[CH:3]=[C:4]([C:5](=[N:41][O:40][CH3:39])[C:7]2[CH:34]=[CH:33][C:10]3[N:11]([CH2:15][CH2:16][O:17][C:18]4[CH:19]=[CH:20][C:21]([O:22][C:23]([CH3:29])([CH3:30])[C:24]([O:26][CH2:27][CH3:28])=[O:25])=[CH:31][CH:32]=4)[C:12](=[O:14])[S:13][C:9]=3[CH:8]=2)[CH:35]=[CH:36][CH:37]=1. (3) Given the reactants [F:1][C:2]1[CH:7]=[CH:6][C:5]([CH3:8])=[CH:4][C:3]=1[NH:9][C:10]([NH:12][C:13]1[CH:39]=[CH:38][C:16]([O:17][C:18]2[CH:23]=[CH:22][N:21]=[C:20]([C:24]3[NH:28][CH:27]=[C:26]([C:29]([NH:31][CH2:32][CH2:33][CH2:34][C:35](O)=[O:36])=[O:30])[CH:25]=3)[CH:19]=2)=[CH:15][CH:14]=1)=[O:11].CN(C(O[N:48]1[N:56]=NC2C=CC=NC1=2)=[N+](C)C)C.F[P-](F)(F)(F)(F)F.C(N(CC)C(C)C)(C)C.O.NN, predict the reaction product. The product is: [F:1][C:2]1[CH:7]=[CH:6][C:5]([CH3:8])=[CH:4][C:3]=1[NH:9][C:10]([NH:12][C:13]1[CH:39]=[CH:38][C:16]([O:17][C:18]2[CH:23]=[CH:22][N:21]=[C:20]([C:24]3[NH:28][CH:27]=[C:26]([C:29]([NH:31][CH2:32][CH2:33][CH2:34][C:35]([NH:48][NH2:56])=[O:36])=[O:30])[CH:25]=3)[CH:19]=2)=[CH:15][CH:14]=1)=[O:11]. (4) Given the reactants C([O:8][C:9]1[CH:44]=[CH:43][C:12]([O:13][C:14]2[CH:15]=[C:16]([NH:36][CH2:37][CH2:38][C:39]([F:42])([F:41])[F:40])[C:17]3[N:18]([C:20]([C:23]4[CH:34]=[CH:33][C:26]([C:27]([NH:29][CH:30]5[CH2:32][CH2:31]5)=[O:28])=[C:25]([CH3:35])[CH:24]=4)=[CH:21][N:22]=3)[CH:19]=2)=[CH:11][CH:10]=1)C1C=CC=CC=1.N1C=CC=CC=1, predict the reaction product. The product is: [CH:30]1([NH:29][C:27](=[O:28])[C:26]2[CH:33]=[CH:34][C:23]([C:20]3[N:18]4[CH:19]=[C:14]([O:13][C:12]5[CH:11]=[CH:10][C:9]([OH:8])=[CH:44][CH:43]=5)[CH:15]=[C:16]([NH:36][CH2:37][CH2:38][C:39]([F:42])([F:41])[F:40])[C:17]4=[N:22][CH:21]=3)=[CH:24][C:25]=2[CH3:35])[CH2:32][CH2:31]1. (5) Given the reactants [N:1]([CH2:4][CH2:5][OH:6])=[N+:2]=[N-:3].[H-].[Na+].[Cl:9][C:10]1[CH:15]=[CH:14][C:13]([CH:16]([C:40]2[CH:45]=[CH:44][C:43]([Cl:46])=[CH:42][CH:41]=2)[C:17]2[CH:18]=[C:19]3[C:24](=[CH:25][CH:26]=2)[N:23]=[C:22](Cl)[N:21]=[C:20]3[NH:28][CH2:29][C:30]2[CH:35]=[CH:34][C:33]([C:36]([F:39])([F:38])[F:37])=[CH:32][CH:31]=2)=[CH:12][CH:11]=1, predict the reaction product. The product is: [N:1]([CH2:4][CH2:5][O:6][C:22]1[N:21]=[C:20]([NH:28][CH2:29][C:30]2[CH:31]=[CH:32][C:33]([C:36]([F:37])([F:38])[F:39])=[CH:34][CH:35]=2)[C:19]2[C:24](=[CH:25][CH:26]=[C:17]([CH:16]([C:13]3[CH:12]=[CH:11][C:10]([Cl:9])=[CH:15][CH:14]=3)[C:40]3[CH:45]=[CH:44][C:43]([Cl:46])=[CH:42][CH:41]=3)[CH:18]=2)[N:23]=1)=[N+:2]=[N-:3].